Dataset: Forward reaction prediction with 1.9M reactions from USPTO patents (1976-2016). Task: Predict the product of the given reaction. (1) The product is: [CH:1]1([CH2:5][NH:6][C:7]([C:9]2[C:14]([NH:15][C:16]([C:18]3[C:27]4[C:22](=[CH:23][CH:24]=[CH:25][CH:26]=4)[C:21]([CH2:28][N:29]4[CH:33]=[CH:32][N:31]=[N:30]4)=[CH:20][CH:19]=3)=[O:17])=[CH:13][CH:12]=[C:11]([O:34][CH2:37][C:38]3[CH:43]=[CH:42][CH:41]=[CH:40][N:39]=3)[N:10]=2)=[O:8])[CH2:4][CH2:3][CH2:2]1. Given the reactants [CH:1]1([CH2:5][NH:6][C:7]([C:9]2[C:14]([NH:15][C:16]([C:18]3[C:27]4[C:22](=[CH:23][CH:24]=[CH:25][CH:26]=4)[C:21]([CH2:28][N:29]4[CH:33]=[CH:32][N:31]=[N:30]4)=[CH:20][CH:19]=3)=[O:17])=[CH:13][CH:12]=[C:11]([OH:34])[N:10]=2)=[O:8])[CH2:4][CH2:3][CH2:2]1.Br.Br[CH2:37][C:38]1[CH:43]=[CH:42][CH:41]=[CH:40][N:39]=1, predict the reaction product. (2) Given the reactants [CH:1]1[C:11]2[CH:10]=[CH:9][C:8]3[CH:12]=[CH:13][CH:14]=[CH:15][C:7]=3[NH:6][C:5]=2[CH:4]=[CH:3][CH:2]=1.C([Sn](Cl)(Cl)CCCC)CCC.[CH:27]([C:29]1[CH:38]=[CH:37][C:32]([C:33]([O:35][CH3:36])=[O:34])=[CH:31][CH:30]=1)=O.C1([SiH3])C=CC=CC=1, predict the reaction product. The product is: [CH:1]1[C:11]2[CH:10]=[CH:9][C:8]3[CH:12]=[CH:13][CH:14]=[CH:15][C:7]=3[N:6]([CH2:27][C:29]3[CH:38]=[CH:37][C:32]([C:33]([O:35][CH3:36])=[O:34])=[CH:31][CH:30]=3)[C:5]=2[CH:4]=[CH:3][CH:2]=1. (3) Given the reactants [CH3:1][C:2]1([CH2:6][OH:7])[CH2:5][O:4][CH2:3]1.[C:8](N1C=CN=C1)(N1C=CN=C1)=[O:9].[CH3:20][N:21]([CH2:28][C:29]1[CH:34]=[CH:33][C:32]([C:35]2[CH:40]=[CH:39][C:38]([S:41]([CH3:44])(=[O:43])=[O:42])=[CH:37][CH:36]=2)=[CH:31][N:30]=1)[CH:22]1[CH2:27][CH2:26][NH:25][CH2:24][CH2:23]1, predict the reaction product. The product is: [CH3:20][N:21]([CH2:28][C:29]1[CH:34]=[CH:33][C:32]([C:35]2[CH:40]=[CH:39][C:38]([S:41]([CH3:44])(=[O:43])=[O:42])=[CH:37][CH:36]=2)=[CH:31][N:30]=1)[CH:22]1[CH2:27][CH2:26][N:25]([C:8]([O:7][CH2:6][C:2]2([CH3:1])[CH2:5][O:4][CH2:3]2)=[O:9])[CH2:24][CH2:23]1. (4) Given the reactants Cl.[CH3:2][O:3][NH:4][CH3:5].[CH:6]1([CH2:11][CH:12]([C:16]2[CH:21]=[CH:20][C:19]([S:22]([CH3:25])(=[O:24])=[O:23])=[CH:18][CH:17]=2)[C:13](O)=[O:14])[CH2:10][CH2:9][CH2:8][CH2:7]1.Cl.CN(C)CCCN=C=NCC.ON1C2C=CC=CC=2N=N1, predict the reaction product. The product is: [CH:6]1([CH2:11][CH:12]([C:16]2[CH:21]=[CH:20][C:19]([S:22]([CH3:25])(=[O:24])=[O:23])=[CH:18][CH:17]=2)[C:13]([N:4]([O:3][CH3:2])[CH3:5])=[O:14])[CH2:10][CH2:9][CH2:8][CH2:7]1. (5) Given the reactants [OH:1][C:2]([CH3:23])([CH3:22])[CH2:3][C@@:4]1([C:16]2[CH:21]=[CH:20][CH:19]=[CH:18][CH:17]=2)[O:9][C:8](=[O:10])[N:7]([C@H:11]2[CH2:15][CH2:14][NH:13][CH2:12]2)[CH2:6][CH2:5]1.Cl[C:25]1[N:30]=[C:29]([C:31]([F:34])([F:33])[F:32])[CH:28]=[CH:27][N:26]=1, predict the reaction product. The product is: [OH:1][C:2]([CH3:23])([CH3:22])[CH2:3][C@@:4]1([C:16]2[CH:21]=[CH:20][CH:19]=[CH:18][CH:17]=2)[O:9][C:8](=[O:10])[N:7]([C@H:11]2[CH2:15][CH2:14][N:13]([C:25]3[N:30]=[C:29]([C:31]([F:34])([F:33])[F:32])[CH:28]=[CH:27][N:26]=3)[CH2:12]2)[CH2:6][CH2:5]1. (6) Given the reactants C([O:8][N:9]([CH2:12][C@@H:13]([CH2:17][C:18]1[CH:23]=[CH:22][CH:21]=[CH:20][CH:19]=1)[C:14]([OH:16])=O)[CH:10]=[O:11])C1C=CC=CC=1.[NH:24]1[CH2:28][CH2:27][CH2:26][C@H:25]1[C:29]1[O:30][C:31]2[CH:37]=[CH:36][CH:35]=[CH:34][C:32]=2[N:33]=1, predict the reaction product. The product is: [O:30]1[C:31]2[CH:37]=[CH:36][CH:35]=[CH:34][C:32]=2[N:33]=[C:29]1[C@@H:25]1[CH2:26][CH2:27][CH2:28][N:24]1[C:14](=[O:16])[C@H:13]([CH2:17][C:18]1[CH:19]=[CH:20][CH:21]=[CH:22][CH:23]=1)[CH2:12][N:9]([OH:8])[CH:10]=[O:11]. (7) Given the reactants [H-].[Na+].[I:3][C:4]1[CH:5]=[C:6]([CH:9]=[CH:10][C:11]=1[CH3:12])[CH2:7][OH:8].Br[CH2:14][C:15]([O:17][C:18]([CH3:21])([CH3:20])[CH3:19])=[O:16], predict the reaction product. The product is: [C:18]([O:17][C:15](=[O:16])[CH2:14][O:8][CH2:7][C:6]1[CH:9]=[CH:10][C:11]([CH3:12])=[C:4]([I:3])[CH:5]=1)([CH3:21])([CH3:20])[CH3:19].